This data is from Experimentally validated miRNA-target interactions with 360,000+ pairs, plus equal number of negative samples. The task is: Binary Classification. Given a miRNA mature sequence and a target amino acid sequence, predict their likelihood of interaction. (1) The miRNA is ssc-miR-181d-5p with sequence AACAUUCAUUGUUGUCGGUGGGUU. The protein sequence of the target gene is MALPSPQVLMGLPALLMGPAQHTSWPCGSAVPTLKSMVTFEDVAVYFSQEEWELLDAAQRHLYHSVMLENLELVTSLGSWHGVEGEGAHPKQNVSVEVLQVRIPNADPSTKKANSCDMCGPFLKDILHLAEHQGTQSEEKPYTCGACGRDFWLNANLHQHQKEHSGGKPFRWYKDRDALMKSSKVHLSENPFTCREGGKVILGSCDLLQLQAVDSGQKPYSNLGQLPEVCTTQKLFECSNCGKAFLKSSTLPNHLRTHSEEIPFTCPTGGNFLEEKSILGNKKFHTGEIPHVCKECGKAF.... Result: 0 (no interaction). (2) The protein sequence of the target gene is MTAHSFALPVIIFTTFWGLIGIAGPWFVPKGPNRGVIITMLVATAVCCYLFWLIAILAQLNPLFGPQLKNETIWYVRFLWE. The miRNA is mmu-miR-467a-5p with sequence UAAGUGCCUGCAUGUAUAUGCG. Result: 0 (no interaction). (3) The miRNA is hsa-miR-6753-5p with sequence CACCAGGGCAGAGCAGGGCUGA. The protein sequence of the target gene is MPSGGDQSPPPPPPPPAAAASDEEEEDDGEAEDAAPPAESPTPQIQQRFDELCSRLNMDEAARAEAWDSYRSMSESYTLEGNDLHWLACALYVACRKSVPTVSKGTVEGNYVSLTRILKCSEQSLIEFFNKMKKWEDMANLPPHFRERTERLERNFTVSAVIFKKYEPIFQDIFKYPQEEQPRQQRGRKQRRQPCTVSEIFHFCWVLFIYAKGNFPMISDDLVNSYHLLLCALDLVYGNALQCSNRKELVNPNFKGLSEDFHAKDSKPSSDPPCIIEKLCSLHDGLVLEAKGIKEHFWKP.... Result: 0 (no interaction). (4) The miRNA is mmu-miR-3085-3p with sequence UCUGGCUGCUAUGGCCCCCUC. The protein sequence of the target gene is MLVSRFASRFRKDSSTEMVRTNLAHRKSLSQKENRHRVYERNRHFGLKDVNIPLEGRELGNIHETSQDLSPEKASSKTRSVKMVLSDQRKQLLQKYKEEKQLQKLKEQREKAKRGVFKVGLYRPAAPGFLVTDQRGAKAEPEKAFPHTGRITRSKTKEYMEQTKIGSRNVPKATQSDQRQTSEKQPLDRERKVMQPVLFTSGKGTESAATQRAKLMARTVSSTTRKPVTRATNEKGSERMRPSGGRPAKKPEGKPDKVIPSKVERDEKHLDSQTRETSEMGPLGVFREVESLPATAPAQG.... Result: 1 (interaction).